From a dataset of NCI-60 drug combinations with 297,098 pairs across 59 cell lines. Regression. Given two drug SMILES strings and cell line genomic features, predict the synergy score measuring deviation from expected non-interaction effect. (1) Drug 1: CN1C(=O)N2C=NC(=C2N=N1)C(=O)N. Drug 2: CN(CCCl)CCCl.Cl. Cell line: KM12. Synergy scores: CSS=28.1, Synergy_ZIP=-9.62, Synergy_Bliss=-5.61, Synergy_Loewe=-10.9, Synergy_HSA=-3.65. (2) Drug 1: CN1CCC(CC1)COC2=C(C=C3C(=C2)N=CN=C3NC4=C(C=C(C=C4)Br)F)OC. Drug 2: C1=CN(C=N1)CC(O)(P(=O)(O)O)P(=O)(O)O. Cell line: COLO 205. Synergy scores: CSS=-0.110, Synergy_ZIP=5.19, Synergy_Bliss=8.53, Synergy_Loewe=0.126, Synergy_HSA=0.443.